This data is from Full USPTO retrosynthesis dataset with 1.9M reactions from patents (1976-2016). The task is: Predict the reactants needed to synthesize the given product. (1) Given the product [Cl:59][CH2:58][C@H:20]1[C:19]2[C:18]3[CH:60]=[CH:61][CH:62]=[CH:63][C:17]=3[C:16]([O:15][CH2:14][C:13]3[CH:12]=[CH:11][C:10]([NH:9][C:7](=[O:8])[C@@H:6]([NH:5][C:3](=[O:4])[C@@H:2]([NH:1][C:88](=[O:89])[CH2:87][CH2:86][CH2:85][CH2:84][CH2:83][N:78]4[C:79](=[O:82])[CH:80]=[CH:81][C:77]4=[O:76])[CH:73]([CH3:75])[CH3:74])[CH2:66][CH2:67][CH2:68][NH:69][C:70]([NH2:72])=[O:71])=[CH:65][CH:64]=3)=[CH:24][C:23]=2[N:22]([C:25](=[O:57])[CH2:26][CH2:27][CH2:28][CH2:29][CH2:30][O:31][C:32]2[C:33]([O:55][CH3:56])=[CH:34][C:35]3[C:41](=[O:42])[N:40]4[CH2:43][CH2:44][CH2:45][C@H:39]4[C@H:38]([OH:46])[N:37]([C:47]([O:49][C:50]([CH3:53])([CH3:52])[CH3:51])=[O:48])[C:36]=3[CH:54]=2)[CH2:21]1, predict the reactants needed to synthesize it. The reactants are: [NH2:1][C@@H:2]([CH:73]([CH3:75])[CH3:74])[C:3]([NH:5][C@@H:6]([CH2:66][CH2:67][CH2:68][NH:69][C:70]([NH2:72])=[O:71])[C:7]([NH:9][C:10]1[CH:65]=[CH:64][C:13]([CH2:14][O:15][C:16]2[C:17]3[CH:63]=[CH:62][CH:61]=[CH:60][C:18]=3[C:19]3[C@H:20]([CH2:58][Cl:59])[CH2:21][N:22]([C:25](=[O:57])[CH2:26][CH2:27][CH2:28][CH2:29][CH2:30][O:31][C:32]4[C:33]([O:55][CH3:56])=[CH:34][C:35]5[C:41](=[O:42])[N:40]6[CH2:43][CH2:44][CH2:45][CH:39]6[C@H:38]([OH:46])[N:37]([C:47]([O:49][C:50]([CH3:53])([CH3:52])[CH3:51])=[O:48])[C:36]=5[CH:54]=4)[C:23]=3[CH:24]=2)=[CH:12][CH:11]=1)=[O:8])=[O:4].[O:76]=[C:77]1[CH:81]=[CH:80][C:79](=[O:82])[N:78]1[CH2:83][CH2:84][CH2:85][CH2:86][CH2:87][C:88](ON1C(=O)CCC1=O)=[O:89]. (2) Given the product [NH:56]1[C:51]2[C:50](=[CH:55][C:54]([NH:10][C:11]3[C:20]4[C:15](=[CH:16][CH:17]=[CH:18][CH:19]=4)[N:14]=[C:13]([C:21]4[CH:22]=[C:23]([CH:29]=[CH:30][CH:31]=4)[O:24][CH2:25][C:26]([NH:82][CH2:81][C:80]#[N:79])=[O:27])[N:12]=3)=[CH:53][CH:52]=2)[CH:65]=[N:57]1, predict the reactants needed to synthesize it. The reactants are: N1C2C(=CC([NH:10][C:11]3[C:20]4[C:15](=[CH:16][CH:17]=[CH:18][CH:19]=4)[N:14]=[C:13]([C:21]4[CH:22]=[C:23]([CH:29]=[CH:30][CH:31]=4)[O:24][CH2:25][C:26](O)=[O:27])[N:12]=3)=CC=2)C=N1.C1CN([P+](ON2[N:57]=[N:56][C:51]3[CH:52]=[CH:53][CH:54]=[CH:55][C:50]2=3)(N2CCCC2)N2CCCC2)CC1.F[P-](F)(F)(F)(F)F.[CH3:65]CN(C(C)C)C(C)C.S(O)(O)(=O)=O.[NH2:79][CH2:80][C:81]#[N:82]. (3) The reactants are: [NH2:1][NH:2][C:3]([C:5]1[C:10]([C:11]([F:14])([F:13])[F:12])=[CH:9][CH:8]=[CH:7][N:6]=1)=[NH:4].[N+:15]([C:18]1[CH:19]=[CH:20][C:21]([OH:26])=[C:22]([CH:25]=1)[CH:23]=O)([O-:17])=[O:16]. Given the product [N+:15]([C:18]1[CH:19]=[CH:20][C:21]([OH:26])=[C:22]([C:23]2[NH:1][N:2]=[C:3]([C:5]3[C:10]([C:11]([F:12])([F:13])[F:14])=[CH:9][CH:8]=[CH:7][N:6]=3)[N:4]=2)[CH:25]=1)([O-:17])=[O:16], predict the reactants needed to synthesize it. (4) Given the product [F:1][C:2]1[CH:3]=[C:4]([CH:5]=[CH:6][C:7]=1[S:8]([CH3:11])(=[O:10])=[O:9])[NH2:12], predict the reactants needed to synthesize it. The reactants are: [F:1][C:2]1[CH:3]=[C:4]([N+:12]([O-])=O)[CH:5]=[CH:6][C:7]=1[S:8]([CH3:11])(=[O:10])=[O:9].C(O)(=O)C. (5) Given the product [CH3:29][O:30][CH2:31][CH2:32][NH:33][C:25]([C:22]1[CH:21]=[CH:20][C:19]([C:15]2[CH:16]=[CH:17][CH:18]=[C:13]([NH:12][S:9]([C:5]3[CH:6]=[C:7]([CH3:8])[C:2]([Cl:1])=[CH:3][C:4]=3[CH3:28])(=[O:10])=[O:11])[CH:14]=2)=[CH:24][CH:23]=1)=[O:27], predict the reactants needed to synthesize it. The reactants are: [Cl:1][C:2]1[C:7]([CH3:8])=[CH:6][C:5]([S:9]([NH:12][C:13]2[CH:14]=[C:15]([C:19]3[CH:24]=[CH:23][C:22]([C:25]([OH:27])=O)=[CH:21][CH:20]=3)[CH:16]=[CH:17][CH:18]=2)(=[O:11])=[O:10])=[C:4]([CH3:28])[CH:3]=1.[CH3:29][O:30][CH2:31][CH2:32][NH2:33]. (6) Given the product [CH2:1]([N:8]1[CH:12]=[C:11](/[CH:13]=[CH:24]/[C:23]([O:26][CH2:27][CH3:28])=[O:25])[C:10]([O:15][CH2:16][C:17]2[CH:22]=[CH:21][CH:20]=[CH:19][CH:18]=2)=[N:9]1)[C:2]1[CH:7]=[CH:6][CH:5]=[CH:4][CH:3]=1, predict the reactants needed to synthesize it. The reactants are: [CH2:1]([N:8]1[CH:12]=[C:11]([CH:13]=O)[C:10]([O:15][CH2:16][C:17]2[CH:22]=[CH:21][CH:20]=[CH:19][CH:18]=2)=[N:9]1)[C:2]1[CH:7]=[CH:6][CH:5]=[CH:4][CH:3]=1.[C:23]([O:26][CH2:27][CH2:28]P(OCC)(OCC)=O)(=[O:25])[CH3:24].CN(C)C=O.[H-]. (7) Given the product [OH:1][C:2]1[C:3]([CH3:11])=[C:4]([CH:8]=[CH:9][CH:10]=1)[C:5]([O:7][CH3:17])=[O:6], predict the reactants needed to synthesize it. The reactants are: [OH:1][C:2]1[C:3]([CH3:11])=[C:4]([CH:8]=[CH:9][CH:10]=1)[C:5]([OH:7])=[O:6].S(=O)(=O)(O)O.[C:17](=O)(O)[O-].[Na+].